Dataset: Full USPTO retrosynthesis dataset with 1.9M reactions from patents (1976-2016). Task: Predict the reactants needed to synthesize the given product. (1) The reactants are: [Br:1][C:2]1[CH:7]=[CH:6][C:5]([Cl:8])=[CH:4][C:3]=1[CH2:9][CH2:10][OH:11].C(N(CC)CC)C.[CH3:19][S:20](Cl)(=[O:22])=[O:21]. Given the product [CH3:19][S:20]([O:11][CH2:10][CH2:9][C:3]1[CH:4]=[C:5]([Cl:8])[CH:6]=[CH:7][C:2]=1[Br:1])(=[O:22])=[O:21], predict the reactants needed to synthesize it. (2) The reactants are: [NH:1]1[C:9]2[CH2:8][CH2:7][CH2:6][C:5](=O)[C:4]=2[CH:3]=[CH:2]1.[Cl-].[OH:12][NH3+:13]. Given the product [NH:1]1[C:9]2[CH2:8][CH2:7][CH2:6][C:5](=[N:13][OH:12])[C:4]=2[CH:3]=[CH:2]1, predict the reactants needed to synthesize it.